From a dataset of Reaction yield outcomes from USPTO patents with 853,638 reactions. Predict the reaction yield, written as a fraction of the theoretical maximum amount of product (1.0 means a 100% yield; for example, 0.34 means a 34% yield). (1) The reactants are [NH2:1][C:2]1[C:10]([C:11]([OH:13])=[O:12])=[C:9]2[C:5]([C:6]([Br:14])=[N:7][NH:8]2)=[CH:4][C:3]=1[Cl:15].[Cl:16][C:17]1[C:18]([N:23]2[C:27]([C:28](O)=O)=[CH:26][C:25]([O:31][CH3:32])=[N:24]2)=[N:19][CH:20]=[CH:21][CH:22]=1.N1C=CC=CC=1.CS(Cl)(=O)=O. The catalyst is O1CCCC1. The product is [Br:14][C:6]1[C:5]2=[CH:4][C:3]([Cl:15])=[C:2]3[C:10]([C:11](=[O:13])[O:12][C:28]([C:27]4[N:23]([C:18]5[C:17]([Cl:16])=[CH:22][CH:21]=[CH:20][N:19]=5)[N:24]=[C:25]([O:31][CH3:32])[CH:26]=4)=[N:1]3)=[C:9]2[NH:8][N:7]=1. The yield is 0.340. (2) The reactants are [Br:1][C:2]1[C:8]([CH3:9])=[CH:7][C:5]([NH2:6])=[C:4]([CH3:10])[CH:3]=1.COC(OC)OC.[C:18]1([CH3:28])C=CC(S(O)(=O)=O)=CC=1.[CH3:29][NH:30][CH2:31]C. The catalyst is COC(C)(C)C. The product is [Br:1][C:2]1[C:8]([CH3:9])=[CH:7][C:5]([N:6]=[CH:29][N:30]([CH2:18][CH3:28])[CH3:31])=[C:4]([CH3:10])[CH:3]=1. The yield is 0.390. (3) The reactants are [F:1][C:2]([F:18])([F:17])[C:3]([C:5]1[C:13]2[C:8](=[CH:9][CH:10]=[CH:11][CH:12]=2)[N:7]([CH2:14][C:15]#[CH:16])[CH:6]=1)=[O:4].[CH:19]1[C:24]([I:25])=[CH:23][CH:22]=[C:21](I)[CH:20]=1. The catalyst is CN(C=O)C.[Cu]I. The product is [F:18][C:2]([F:1])([F:17])[C:3]([C:5]1[C:13]2[C:8](=[CH:9][CH:10]=[CH:11][CH:12]=2)[N:7]([CH2:14][C:15]#[C:16][C:21]2[CH:20]=[CH:19][C:24]([I:25])=[CH:23][CH:22]=2)[CH:6]=1)=[O:4]. The yield is 0.0100. (4) The reactants are [CH3:1][O:2][C:3]1[C:4](=[O:18])[C:5]([C:15]([OH:17])=O)=[N:6][N:7]([C:9]2[CH:14]=[CH:13][N:12]=[CH:11][CH:10]=2)[CH:8]=1.C1C=CC2N(O)N=NC=2C=1.CCN=C=NCCCN(C)C.Cl.[CH3:41][NH:42][O:43][CH3:44]. The catalyst is CN(C=O)C. The product is [CH3:44][O:43][N:42]([CH3:41])[C:15]([C:5]1[C:4](=[O:18])[C:3]([O:2][CH3:1])=[CH:8][N:7]([C:9]2[CH:10]=[CH:11][N:12]=[CH:13][CH:14]=2)[N:6]=1)=[O:17]. The yield is 1.00. (5) The reactants are [F:1][C:2]1[CH:3]=[CH:4][C:5]([CH3:30])=[C:6]([S:8]([N:11]([CH3:29])[N:12]=[CH:13][C:14]2[N:18]3[CH:19]=[C:20]([C:23]4[CH:24]=[N:25][CH:26]=[CH:27][CH:28]=4)[CH:21]=[CH:22][C:17]3=[N:16][CH:15]=2)(=[O:10])=[O:9])[CH:7]=1.ClC1C=C(C=CC=1)C(OO)=[O:36].O. The catalyst is C(Cl)Cl. The product is [F:1][C:2]1[CH:3]=[CH:4][C:5]([CH3:30])=[C:6]([S:8]([N:11]([CH3:29])[N:12]=[CH:13][C:14]2[N:18]3[CH:19]=[C:20]([C:23]4[CH:24]=[N+:25]([O-:36])[CH:26]=[CH:27][CH:28]=4)[CH:21]=[CH:22][C:17]3=[N:16][CH:15]=2)(=[O:9])=[O:10])[CH:7]=1. The yield is 0.640. (6) The reactants are [Br:1][C:2]1[CH:3]=[C:4]2[C:8](=[C:9]([C:11]([NH2:13])=[O:12])[CH:10]=1)[NH:7][CH:6]=[C:5]2[CH:14]1[CH2:19][CH2:18][NH:17][CH2:16][CH2:15]1.[CH2:20]([S:22](Cl)(=[O:24])=[O:23])[CH3:21].C(N(CC)CC)C. The catalyst is C(Cl)Cl. The product is [Br:1][C:2]1[CH:3]=[C:4]2[C:8](=[C:9]([C:11]([NH2:13])=[O:12])[CH:10]=1)[NH:7][CH:6]=[C:5]2[CH:14]1[CH2:19][CH2:18][N:17]([S:22]([CH2:20][CH3:21])(=[O:24])=[O:23])[CH2:16][CH2:15]1. The yield is 0.690.